This data is from Reaction yield outcomes from USPTO patents with 853,638 reactions. The task is: Predict the reaction yield, written as a fraction of the theoretical maximum amount of product (1.0 means a 100% yield; for example, 0.34 means a 34% yield). (1) The reactants are [C:1]([C@@H:4]([NH:13][C:14](=[O:23])[O:15][CH2:16][C:17]1[CH:22]=[CH:21][N:20]=[CH:19][CH:18]=1)[CH2:5][C:6]1[CH:11]=[CH:10][C:9]([OH:12])=[CH:8][CH:7]=1)([OH:3])=O.[CH3:24][NH:25][CH2:26][CH2:27][C:28]1[CH:33]=[CH:32][CH:31]=[CH:30][CH:29]=1.C1CN([P+](Br)(N2CCCC2)N2CCCC2)CC1.F[P-](F)(F)(F)(F)F.CCN(C(C)C)C(C)C. The catalyst is CN(C=O)C. The product is [N:20]1[CH:21]=[CH:22][C:17]([CH2:16][O:15][C:14](=[O:23])[NH:13][C@@H:4]([CH2:5][C:6]2[CH:11]=[CH:10][C:9]([OH:12])=[CH:8][CH:7]=2)[C:1]([N:25]([CH3:24])[CH2:26][CH2:27][C:28]2[CH:33]=[CH:32][CH:31]=[CH:30][CH:29]=2)=[O:3])=[CH:18][CH:19]=1. The yield is 0.550. (2) The reactants are [CH3:1][C:2]1[O:6][N:5]=[C:4]([C:7]2[CH:12]=[CH:11][N:10]=[CH:9][CH:8]=2)[C:3]=1[CH2:13][O:14][C:15]1[CH:23]=[CH:22][C:18]([C:19]([OH:21])=O)=[CH:17][N:16]=1.[NH:24]1[CH2:29][CH2:28][S:27][CH2:26][CH2:25]1. No catalyst specified. The product is [CH3:1][C:2]1[O:6][N:5]=[C:4]([C:7]2[CH:8]=[CH:9][N:10]=[CH:11][CH:12]=2)[C:3]=1[CH2:13][O:14][C:15]1[N:16]=[CH:17][C:18]([C:19]([N:24]2[CH2:29][CH2:28][S:27][CH2:26][CH2:25]2)=[O:21])=[CH:22][CH:23]=1. The yield is 0.470. (3) The reactants are Br[C:2]1[CH:3]=[CH:4][C:5]2[O:14][CH2:13][CH2:12][C:11]3[S:10][C:9]([C:15]4[N:16]([CH:20]([CH3:22])[CH3:21])[N:17]=[CH:18][N:19]=4)=[N:8][C:7]=3[C:6]=2[CH:23]=1.[CH3:24][O:25][C:26]1[N:31]=[CH:30][C:29](B(O)O)=[CH:28][CH:27]=1. No catalyst specified. The product is [CH:20]([N:16]1[C:15]([C:9]2[S:10][C:11]3[CH2:12][CH2:13][O:14][C:5]4[CH:4]=[CH:3][C:2]([C:29]5[CH:30]=[N:31][C:26]([O:25][CH3:24])=[CH:27][CH:28]=5)=[CH:23][C:6]=4[C:7]=3[N:8]=2)=[N:19][CH:18]=[N:17]1)([CH3:22])[CH3:21]. The yield is 0.170.